The task is: Predict the reactants needed to synthesize the given product.. This data is from Full USPTO retrosynthesis dataset with 1.9M reactions from patents (1976-2016). (1) Given the product [CH2:15]([N:11]([CH:12]([CH3:14])[CH3:13])[C:6]1[CH:5]=[C:4]([CH:9]=[C:8]([Cl:10])[CH:7]=1)[C:3]([OH:22])=[O:2])[C:16]1[CH:17]=[CH:18][CH:19]=[CH:20][CH:21]=1, predict the reactants needed to synthesize it. The reactants are: C[O:2][C:3](=[O:22])[C:4]1[CH:9]=[C:8]([Cl:10])[CH:7]=[C:6]([N:11]([CH2:15][C:16]2[CH:21]=[CH:20][CH:19]=[CH:18][CH:17]=2)[CH:12]([CH3:14])[CH3:13])[CH:5]=1.[OH-].[Na+]. (2) Given the product [F:31][C:32]1[CH:37]=[CH:36][C:35]([C:2]2[CH:7]=[CH:6][CH:5]=[CH:4][C:3]=2[CH2:8][CH2:9][C:10]([N:12]([CH:22]([CH3:24])[CH3:23])[NH:13][C:14](=[O:21])[C:15]2[CH:20]=[CH:19][CH:18]=[CH:17][CH:16]=2)=[O:11])=[CH:34][CH:33]=1, predict the reactants needed to synthesize it. The reactants are: Br[C:2]1[CH:7]=[CH:6][CH:5]=[CH:4][C:3]=1[CH2:8][CH2:9][C:10]([N:12]([CH:22]([CH3:24])[CH3:23])[NH:13][C:14](=[O:21])[C:15]1[CH:20]=[CH:19][CH:18]=[CH:17][CH:16]=1)=[O:11].C([O-])([O-])=O.[Na+].[Na+].[F:31][C:32]1[CH:37]=[CH:36][C:35](B(O)O)=[CH:34][CH:33]=1. (3) Given the product [Cl:20][C:18]1[CH:19]=[C:2]([CH:3]=[C:4]([O:5][C:6]2[C:7]([OH:16])=[N:8][CH:9]=[CH:10][C:11]=2[C:12]([F:15])([F:14])[F:13])[CH:17]=1)[C:21]#[N:22], predict the reactants needed to synthesize it. The reactants are: Br[C:2]1[CH:3]=[C:4]([CH:17]=[C:18]([Cl:20])[CH:19]=1)[O:5][C:6]1[C:7]([OH:16])=[N:8][CH:9]=[CH:10][C:11]=1[C:12]([F:15])([F:14])[F:13].[C:21]([Cu])#[N:22].CC(O)=O. (4) Given the product [Br:1][CH2:2][C:3]1[C:11]2[C:6](=[CH:7][C:8]([Br:20])=[CH:9][CH:10]=2)[N:5]([C:12]2[CH:19]=[CH:18][CH:17]=[CH:16][C:13]=2[C:14]#[N:15])[N:4]=1, predict the reactants needed to synthesize it. The reactants are: [Br:1][CH2:2][C:3]1[C:11]2[C:6](=[CH:7][CH:8]=[CH:9][CH:10]=2)[N:5]([C:12]2[CH:19]=[CH:18][CH:17]=[CH:16][C:13]=2[C:14]#[N:15])[N:4]=1.[Br:20]C1C=C2C(C(C)=NN2)=CC=1.FC1C=CC=CC=1C#N. (5) The reactants are: [Cl:1][C:2]1[CH:24]=[CH:23][CH:22]=[C:21]([Cl:25])[C:3]=1[CH2:4][NH:5][CH:6]([CH2:11][C:12]1[CH:17]=[CH:16][C:15]([N+:18]([O-])=O)=[CH:14][CH:13]=1)[C:7]([O:9][CH3:10])=[O:8]. Given the product [NH2:18][C:15]1[CH:16]=[CH:17][C:12]([CH2:11][CH:6]([NH:5][CH2:4][C:3]2[C:21]([Cl:25])=[CH:22][CH:23]=[CH:24][C:2]=2[Cl:1])[C:7]([O:9][CH3:10])=[O:8])=[CH:13][CH:14]=1, predict the reactants needed to synthesize it. (6) Given the product [CH3:1][CH:2]1[CH2:19][CH2:18][CH2:17][C@H:16]([NH:20][C:21](=[O:27])[O:22][C:23]([CH3:24])([CH3:26])[CH3:25])[C:15]2[CH:28]=[C:11]([CH:12]=[CH:13][N:14]=2)[C:10]2[CH:9]=[CH:8][N:7]=[CH:6][C:5]=2[NH:4][C:3]1=[O:29], predict the reactants needed to synthesize it. The reactants are: [CH3:1][CH:2]1[C:3](=[O:29])[NH:4][C:5]2[CH:6]=[N:7][CH:8]=[CH:9][C:10]=2[C:11]2[CH:12]=[CH:13][N:14]=[C:15]([CH:28]=2)[C@@H:16]([NH:20][C:21](=[O:27])[O:22][C:23]([CH3:26])([CH3:25])[CH3:24])[CH2:17][CH:18]=[CH:19]1. (7) Given the product [NH2:15][C@H:16]1[C:24]2[C:19](=[CH:20][CH:21]=[C:22]([C:25]([O:27][CH3:28])=[O:26])[CH:23]=2)[CH2:18][CH2:17]1, predict the reactants needed to synthesize it. The reactants are: C(O)(C(F)(F)F)=O.C(OC([NH:15][C@H:16]1[C:24]2[C:19](=[CH:20][CH:21]=[C:22]([C:25]([O:27][CH3:28])=[O:26])[CH:23]=2)[CH2:18][CH2:17]1)=O)(C)(C)C. (8) Given the product [CH:1]([N:4]1[C:8]([C:9]2[N:18]=[C:17]3[C:16]4[CH:19]=[CH:20][C:21]([O:23][C@@H:27]([CH3:28])[C:24]([NH2:25])=[O:26])=[CH:22][C:15]=4[O:14][CH2:13][CH2:12][N:11]3[CH:10]=2)=[N:7][CH:6]=[N:5]1)([CH3:3])[CH3:2], predict the reactants needed to synthesize it. The reactants are: [CH:1]([N:4]1[C:8]([C:9]2[N:18]=[C:17]3[N:11]([CH2:12][CH2:13][O:14][C:15]4[CH:22]=[C:21]([OH:23])[CH:20]=[CH:19][C:16]=43)[CH:10]=2)=[N:7][CH:6]=[N:5]1)([CH3:3])[CH3:2].[C:24]([C@H:27](OS(C)(=O)=O)[CH3:28])(=[O:26])[NH2:25].C(=O)([O-])[O-].[K+].[K+].